Dataset: Forward reaction prediction with 1.9M reactions from USPTO patents (1976-2016). Task: Predict the product of the given reaction. (1) Given the reactants [F:1][C:2]1[CH:7]=[C:6]([N+:8]([O-])=O)[CH:5]=[CH:4][C:3]=1[NH:11][C:12]1[CH:17]=[CH:16][N:15]=[C:14]2[CH:18]=[C:19]([C:21]3[N:22]=[CH:23][N:24]([CH3:26])[CH:25]=3)[S:20][C:13]=12.[NH4+].[Cl-], predict the reaction product. The product is: [F:1][C:2]1[CH:7]=[C:6]([NH2:8])[CH:5]=[CH:4][C:3]=1[NH:11][C:12]1[CH:17]=[CH:16][N:15]=[C:14]2[CH:18]=[C:19]([C:21]3[N:22]=[CH:23][N:24]([CH3:26])[CH:25]=3)[S:20][C:13]=12. (2) Given the reactants [C:1]([N:20]1[CH:24]=[C:23]([CH:25]=[O:26])[N:22]=[CH:21]1)([C:14]1[CH:19]=[CH:18][CH:17]=[CH:16][CH:15]=1)([C:8]1[CH:13]=[CH:12][CH:11]=[CH:10][CH:9]=1)[C:2]1[CH:7]=[CH:6][CH:5]=[CH:4][CH:3]=1.[CH2:27]([Mg]Br)[CH3:28].O1CCCC1.[Cl-].[NH4+], predict the reaction product. The product is: [C:1]([N:20]1[CH:24]=[C:23]([CH:25]([OH:26])[CH2:27][CH3:28])[N:22]=[CH:21]1)([C:14]1[CH:15]=[CH:16][CH:17]=[CH:18][CH:19]=1)([C:8]1[CH:9]=[CH:10][CH:11]=[CH:12][CH:13]=1)[C:2]1[CH:7]=[CH:6][CH:5]=[CH:4][CH:3]=1.